Regression. Given two drug SMILES strings and cell line genomic features, predict the synergy score measuring deviation from expected non-interaction effect. From a dataset of NCI-60 drug combinations with 297,098 pairs across 59 cell lines. (1) Drug 1: C1CN1P(=S)(N2CC2)N3CC3. Drug 2: CCCCCOC(=O)NC1=NC(=O)N(C=C1F)C2C(C(C(O2)C)O)O. Cell line: TK-10. Synergy scores: CSS=3.69, Synergy_ZIP=0.305, Synergy_Bliss=3.73, Synergy_Loewe=-2.99, Synergy_HSA=-2.81. (2) Drug 1: CS(=O)(=O)C1=CC(=C(C=C1)C(=O)NC2=CC(=C(C=C2)Cl)C3=CC=CC=N3)Cl. Drug 2: CCC1(C2=C(COC1=O)C(=O)N3CC4=CC5=C(C=CC(=C5CN(C)C)O)N=C4C3=C2)O.Cl. Cell line: OVCAR-4. Synergy scores: CSS=0.849, Synergy_ZIP=-1.50, Synergy_Bliss=-4.39, Synergy_Loewe=-6.55, Synergy_HSA=-5.35.